Dataset: Full USPTO retrosynthesis dataset with 1.9M reactions from patents (1976-2016). Task: Predict the reactants needed to synthesize the given product. (1) Given the product [C:15]([O:14][C:13](=[O:19])[NH:12][CH2:11][CH2:10][NH:9][C:2]1[CH:7]=[C:6]([Cl:8])[N:5]=[CH:4][N:3]=1)([CH3:18])([CH3:16])[CH3:17], predict the reactants needed to synthesize it. The reactants are: Cl[C:2]1[CH:7]=[C:6]([Cl:8])[N:5]=[CH:4][N:3]=1.[NH2:9][CH2:10][CH2:11][NH:12][C:13](=[O:19])[O:14][C:15]([CH3:18])([CH3:17])[CH3:16]. (2) Given the product [Cl:20][C:17]1[CH:16]=[CH:15][C:14]([N:11]2[CH2:10][CH2:9][NH:8][CH2:13][CH:12]2[C:46]2[N:47]=[C:48]([NH:56][C@:57]([CH3:63])([CH:60]([CH3:61])[CH3:62])[CH2:58][OH:59])[C:49]3[S:54](=[O:55])[CH2:53][CH2:52][C:50]=3[N:51]=2)=[CH:19][CH:18]=1, predict the reactants needed to synthesize it. The reactants are: ClC1C2S(=O)CCC=2N=C([N:8]2[CH2:13][CH2:12][N:11]([C:14]3[CH:19]=[CH:18][C:17]([Cl:20])=[CH:16][CH:15]=3)[CH2:10][CH2:9]2)N=1.N[C@](C)(C(C)C)CO.ClC1C=CC(N2CCN([C:46]3[N:47]=[C:48]([NH:56][C@:57]([CH3:63])([CH:60]([CH3:62])[CH3:61])[CH2:58][OH:59])[C:49]4[S:54](=[O:55])[CH2:53][CH2:52][C:50]=4[N:51]=3)CC2)=CC=1. (3) Given the product [CH3:1][C:2]1[N:7]=[C:6]([C:8]2[NH:10][O:11][C:19](=[O:20])[N:9]=2)[C:5]([CH3:12])=[C:4]([C:13]2[CH:18]=[CH:17][CH:16]=[CH:15][CH:14]=2)[N:3]=1, predict the reactants needed to synthesize it. The reactants are: [CH3:1][C:2]1[N:7]=[C:6]([C:8](=[N:10][OH:11])[NH2:9])[C:5]([CH3:12])=[C:4]([C:13]2[CH:18]=[CH:17][CH:16]=[CH:15][CH:14]=2)[N:3]=1.[C:19](N1C=CN=C1)(N1C=CN=C1)=[O:20].N12CCCN=C1CCCCC2.Cl.